This data is from Full USPTO retrosynthesis dataset with 1.9M reactions from patents (1976-2016). The task is: Predict the reactants needed to synthesize the given product. Given the product [Br:40][CH2:12][CH2:11][C:10]1[C:4]2[C:5](=[N:6][CH:7]=[C:2]([Cl:1])[CH:3]=2)[NH:8][C:9]=1[Si:14]([CH2:19][CH3:20])([CH2:17][CH3:18])[CH2:15][CH3:16], predict the reactants needed to synthesize it. The reactants are: [Cl:1][C:2]1[CH:3]=[C:4]2[C:10]([CH2:11][CH2:12]O)=[C:9]([Si:14]([CH2:19][CH3:20])([CH2:17][CH3:18])[CH2:15][CH3:16])[NH:8][C:5]2=[N:6][CH:7]=1.C1(P(C2C=CC=CC=2)C2C=CC=CC=2)C=CC=CC=1.[Br:40]C(Br)(Br)Br.